Dataset: Forward reaction prediction with 1.9M reactions from USPTO patents (1976-2016). Task: Predict the product of the given reaction. (1) Given the reactants [C:1]([C:4]1[C:8]([CH3:9])=[C:7]([Cl:10])[S:6][C:5]=1[Cl:11])(=[O:3])[CH3:2].[N:12]1[CH:17]=[CH:16][C:15](B(O)O)=[CH:14][CH:13]=1.O.C(=O)(O)[O-].[Na+], predict the reaction product. The product is: [C:1]([C:4]1[C:8]([CH3:9])=[C:7]([Cl:10])[S:6][C:5]=1[Cl:11])(=[O:3])[CH3:2].[C:1]([C:4]1[C:8]([CH3:9])=[C:7]([C:15]2[CH:16]=[CH:17][N:12]=[CH:13][CH:14]=2)[S:6][C:5]=1[C:15]1[CH:16]=[CH:17][N:12]=[CH:13][CH:14]=1)(=[O:3])[CH3:2]. (2) Given the reactants [Si:1]([O:8][CH:9]([CH2:15][C:16]#[CH:17])[C:10]([CH3:14])([CH3:13])[CH2:11][OH:12])([C:4]([CH3:7])([CH3:6])[CH3:5])([CH3:3])[CH3:2].C1C=C[NH+]=CC=1.C1C=C[NH+]=CC=1.[O-][Cr](O[Cr]([O-])(=O)=O)(=O)=O, predict the reaction product. The product is: [Si:1]([O:8][CH:9]([CH2:15][C:16]#[CH:17])[C:10]([CH3:14])([CH3:13])[CH:11]=[O:12])([C:4]([CH3:7])([CH3:6])[CH3:5])([CH3:3])[CH3:2]. (3) Given the reactants [Li+].[CH3:2]C([N-]C(C)C)C.[CH3:9][O:10][C:11]1[CH:20]=[C:19]2[C:14]([C:15](=[O:27])[CH:16]([C:21]3[CH:26]=[CH:25][N:24]=[CH:23][CH:22]=3)[CH2:17][O:18]2)=[CH:13][CH:12]=1.IC.[NH4+].[Cl-], predict the reaction product. The product is: [CH3:9][O:10][C:11]1[CH:20]=[C:19]2[C:14]([C:15](=[O:27])[C:16]([CH3:2])([C:21]3[CH:26]=[CH:25][N:24]=[CH:23][CH:22]=3)[CH2:17][O:18]2)=[CH:13][CH:12]=1.